This data is from Drug-target binding data from BindingDB using Kd measurements. The task is: Regression. Given a target protein amino acid sequence and a drug SMILES string, predict the binding affinity score between them. We predict pKd (pKd = -log10(Kd in M); higher means stronger binding). Dataset: bindingdb_kd. (1) The small molecule is CCCCCCC(C)(C)c1ccc([C@@H]2C[C@H](O)CC[C@H]2CCCO)c(O)c1. The target protein sequence is MKSILDGLADTTFRTITTDLLYVGSNDIQYEDIKGDMASKLGYFPQKFPLTSFRGSPFQEKMTAGDNPQLVPADQVNITEFYNKSLSSFKENEENIQCGENFMDIECFMVLNPSQQLAIAVLSLTLGTFTVLENLLVLCVILHSRSLRCRPSYHFIGSLAVADLLGSVIFVYSFIDFHVFHRKDSRNVFLFKLGGVTASFTASVGSLFLTAIDRYISIHRPLAYKRIVTRPKAVVAFCLMWTIAIVIAVLPLLGWNCEKLQSVCSDIFPHIDETYLMFWIGVTSVLLLFIVYAYMYILWKAHSHAVRMIQRGTQKSIIIHTSEDGKVQVTRPDQARMDIALAKTLVLILVVLIICWGPLLAIMVYDVFGKMNKLIKTVFAFCSMLCLLNSTVNPIIYALRSKDLRHAFRSMFPSCEGTAQPLDNSMGDSDCLHKHANNAASVHRAAESCIKSTVKIAKVTMSVSTDTSAEAL. The pKd is 8.8. (2) The pKd is 5.3. The drug is NCCCC[C@@H]1NC(=O)[C@H](CO)NC(=O)[C@H](CO)NC(=O)[C@@H]2CSSC[C@@H](C(N)=O)NC(=O)[C@@H]3CSSC[C@H](NC(=O)[C@@H](N)CSSC[C@H](NC(=O)[C@H](Cc4c[nH]c5ccccc45)NC1=O)C(=O)N[C@@H](CCCN=C(N)N)C(=O)N[C@@H](CC(=O)O)C(=O)N[C@@H](Cc1cnc[nH]1)C(=O)N[C@@H](CO)C(=O)N[C@@H](CCCN=C(N)N)C(=O)N3)C(=O)N[C@H](CC(N)=O)C(=O)N2. The target protein (P08104) has sequence MAQALLVPPGPESFRLFTRESLAAIEKRAAEEKAKKPKKEQDIDDENKPKPNSDLEAGKNLPFIYGDIPPEMVSEPLEDLDPYYVSKKTFVVLNKGKAIFRFSATSALYILTPLNPVRKIAIKILVHSLFSMLIMCTILTNCVFMTLSNPPDWTKNVEYTFTGIYTFESLIKILARGFCLEDFTFLRDPWNWLDFSVIVMAYVTEFVDLGNVSALRTFRVLRALKTISVIPGLKTIVGALIQSVKKLSDVMILTVFCLSVFALIGLQLFMGNLRNKCSQWPPSDSAFETNTTSYFNGTMDSNGTFVNVTMSTFNWKDYIADDSHFYVLDGQKDPLLCGNGSDAGQCPEGYICVKAGRNPNYGYTSFDTFSWAFLSLFRLMTQDYWENLYQLTLRAAGKTYMIFFVLVIFLGSFYLVNLILAVVAMAYEEQNQATLEEAEQKEAEFQQMLEQLKKQQEEAQAVAAASAASRDFSGIGGLGELLESSSEASKLSSKSAKEWR.... (3) The compound is CO[C@]12CC[C@@]3(C[C@@H]1C(C)(C)O)[C@H]1Cc4ccc(O)c5c4[C@@]3(CCN1CC1CC1)[C@H]2O5. The target protein sequence is MDSPIQIFRGEPGPTCAPSACLPPNSSAWFPGWAEPDSNGSAGSEDAQLEPAHISPAIPVIITAVYSVVFVVGLVGNSLVMFVIIRYTKMKTATNIYIFNLALADALVTTTMPFQSTVYLMNSWPFGDVLCKIVASIDYYNMFTSIFTLTMMSVDRYIAVCHPVKALDFRTPLKAKIINICIWLLSSSVGISAIVLGGTKVREDVDVIECSLQFPDDDYSWWDLFMKICVFIFAFVIPVLIIIVCYTLMILRLKSVRLLSGSREKDRNLRRITRLVLVVVAVFVVCWTPIHIFILVEALGSTSHSTAALSSYYFCIALGYTNSSLNPILYAFLDENFKRCFRDFCFPLKMRMERQSTSRVRNTVQDPAYLRDIDGMNKPV. The pKd is 9.0. (4) The target protein (Q9Y6Y9) has sequence MLPFLFFSTLFSSIFTEAQKQYWVCNSSDASISYTYCDKMQYPISINVNPCIELKRSKGLLHIFYIPRRDLKQLYFNLYITVNTMNLPKRKEVICRGSDDDYSFCRALKGETVNTTISFSFKGIKFSKGKYKCVVEAISGSPEEMLFCLEFVILHQPNSN. The pKd is 5.5. The compound is CCCCCCCCCCCCCC(=O)N[C@H]1[C@@H](OP(=O)(O)O)O[C@H](CO)[C@@H](OP(=O)(O)O)[C@@H]1OC(=O)CCCCCCCCCCCCC. (5) The small molecule is CCN(CC)c1ccc2nc3c4cc(OCCCC(=O)O)ccc4c(=O)cc-3oc2c1. The target protein (P22307) has sequence MSSSPWEPATLRRVFVVGVGMTKFVKPGAENSRDYPDLAEEAGKKALADAQIPYSAVDQACVGYVFGDSTCGQRAIYHSLGMTGIPIINVNNNCATGSTALFMARQLIQGGVAECVLALGFEKMSKGSLGIKFSDRTIPTDKHVDLLINKYGLSAHPVAPQMFGYAGKEHMEKYGTKIEHFAKIGWKNHKHSVNNPYSQFQDEYSLDEVMASKEVFDFLTILQCCPTSDGAAAAILASEAFVQKYGLQSKAVEILAQEMMTDLPSSFEEKSIIKMVGFDMSKEAARKCYEKSGLTPNDIDVIELHDCFSTNELLTYEALGLCPEGQGATLVDRGDNTYGGKWVINPSGGLISKGHPLGATGLAQCAELCWQLRGEAGKRQVPGAKVALQHNLGIGGAVVVTLYKMGFPEAASSFRTHQIEAVPTSSASDGFKANLVFKEIEKKLEEEGEQFVKKIGGIFAFKVKDGPGGKEATWVVDVKNGKGSVLPNSDKKADCTITMA.... The pKd is 6.5. (6) The drug is CN(C)C(=O)Nc1ccc(CN2CCC(C(O)(c3ccc(C(F)(F)F)cc3)c3ccc(C(F)(F)F)cc3)CC2)cc1. The target protein (Q9Z148) has sequence MRGLPRGRGLMRARGRGRAAPTGGRGRGRGGAHRGRGRPRSLLSLPRAQASWAPQLPAGLTGPPVPCLPSQGEAPAEMGALLLEKEPRGAAERVHSSLGDTPQSEETLPKANPDSLEPAGPSSPASVTVTVGDEGADTPVGAASLIGDEPESLEGDGGRIVLGHATKSFPSSPSKGGACPSRAKMSMTGAGKSPPSVQSLAMRLLSMPGAQGAATAGPEPSPATTAAQEGQPKVHRARKTMSKPSNGQPPIPEKRPPEVQHFRMSDDMHLGKVTSDVAKRRKLNSGSLSEDLGSAGGSGDIILEKGEPRPLEEWETVVGDDFSLYYDAYSVDERVDSDSKSEVEALAEQLSEEEEEEEEEEEEEEEEEEEEEEEEEDEESGNQSDRSGSSGRRKAKKKWRKDSPWVKPSRKRRKREPPRAKEPRGVNGVGSSGPSEYMEVPLGSLELPSEGTLSPNHAGVSNDTSSLETERGFEELPLCSCRMEAPKIDRISERAGHKCM.... The pKd is 4.7. (7) The small molecule is CC(C)CCOc1cc(CN(CCC(=O)O)c2cccc(CCC(N)=O)c2)cc(OCCCN)c1. The target protein (Q99062) has sequence MARLGNCSLTWAALIILLLPGSLEECGHISVSAPIVHLGDPITASCIIKQNCSHLDPEPQILWRLGAELQPGGRQQRLSDGTQESIITLPHLNHTQAFLSCCLNWGNSLQILDQVELRAGYPPAIPHNLSCLMNLTTSSLICQWEPGPETHLPTSFTLKSFKSRGNCQTQGDSILDCVPKDGQSHCCIPRKHLLLYQNMGIWVQAENALGTSMSPQLCLDPMDVVKLEPPMLRTMDPSPEAAPPQAGCLQLCWEPWQPGLHINQKCELRHKPQRGEASWALVGPLPLEALQYELCGLLPATAYTLQIRCIRWPLPGHWSDWSPSLELRTTERAPTVRLDTWWRQRQLDPRTVQLFWKPVPLEEDSGRIQGYVVSWRPSGQAGAILPLCNTTELSCTFHLPSEAQEVALVAYNSAGTSRPTPVVFSESRGPALTRLHAMARDPHSLWVGWEPPNPWPQGYVIEWGLGPPSASNSNKTWRMEQNGRATGFLLKENIRPFQLY.... The pKd is 4.3. (8) The drug is CC1=C(C)/C(=C/C(C)=C/C=C/C(C)=C/C(=O)O)CCC1. The target protein (P62965) has sequence MPNFAGTWKMRSSENFDELLKALGVNAMLRKVAVAAASKPHVEIRQDGDQFYIKTSTTVRTTEINFKVGEGFEEETVDGRKCRSLPTWENENKIHCTQTLLEGDGPKTYWTRELANDELILTFGADDVVCTRIYVRE. The pKd is 8.9.